This data is from Forward reaction prediction with 1.9M reactions from USPTO patents (1976-2016). The task is: Predict the product of the given reaction. (1) The product is: [F:26][C@H:16]1[CH2:15][C@@:13]2([CH3:14])[C@@H:9]([CH2:10][CH2:11][C@@H:12]2[OH:27])[C@H:8]2[C@H:17]1[C:18]1[CH:19]=[CH:20][C:21]([OH:25])=[CH:22][C:23]=1[CH2:24][C@H:7]2[CH2:6][CH2:5][CH2:4][CH2:3][CH2:2][I:28]. Given the reactants Cl[CH2:2][CH2:3][CH2:4][CH2:5][CH2:6][C@@H:7]1[CH2:24][C:23]2[CH:22]=[C:21]([OH:25])[CH:20]=[CH:19][C:18]=2[C@@H:17]2[C@@H:8]1[C@H:9]1[C@@:13]([CH2:15][C@@H:16]2[F:26])([CH3:14])[C@@H:12]([OH:27])[CH2:11][CH2:10]1.[I-:28].[Na+].O, predict the reaction product. (2) Given the reactants [C:1]([C:3]1[CH:24]=[C:23]([F:25])[CH:22]=[CH:21][C:4]=1[O:5][C:6]1[CH:7]=[C:8]2[C:12](=[CH:13][CH:14]=1)[N:11]([CH2:15][C:16]([N:18]([CH3:20])[CH3:19])=[O:17])[N:10]=[CH:9]2)#[N:2].N1C=CC=CC=1C1C=CC=CN=1.[BH4-].[Na+], predict the reaction product. The product is: [NH2:2][CH2:1][C:3]1[CH:24]=[C:23]([F:25])[CH:22]=[CH:21][C:4]=1[O:5][C:6]1[CH:7]=[C:8]2[C:12](=[CH:13][CH:14]=1)[N:11]([CH2:15][C:16]([N:18]([CH3:20])[CH3:19])=[O:17])[N:10]=[CH:9]2. (3) The product is: [CH3:1][N:2]1[C:6](=[O:5])[O:36][C:4]([C:8]2[CH:12]=[C:11]([C:13]([F:14])([F:15])[F:16])[N:10]([C:17]3[CH:24]=[CH:23][C:31]([C:30]([OH:33])=[O:32])=[CH:19][N:18]=3)[N:9]=2)=[N:3]1. Given the reactants [CH3:1][N:2]1[C:6](=O)[O:5][C:4]([C:8]2[CH:12]=[C:11]([C:13]([F:16])([F:15])[F:14])[N:10]([C:17]3[CH:24]=[CH:23]C(C#N)=[CH:19][N:18]=3)[N:9]=2)=[N:3]1.CS(O)(=O)=O.[C:30]([O:33]CC)(=[O:32])[CH3:31].[OH2:36], predict the reaction product. (4) Given the reactants Br[C:2]1[CH:7]=[CH:6][C:5]([O:8][CH2:9][CH3:10])=[CH:4][CH:3]=1.[CH3:11][C:12](O)(C#C)C.[OH-].[K+].Br[C:20]1[CH:32]=[CH:31][C:23]([O:24][CH:25]2[CH2:30][CH2:29][CH2:28][CH2:27][O:26]2)=[CH:22][CH:21]=1.Cl, predict the reaction product. The product is: [CH2:9]([O:8][C:5]1[CH:6]=[CH:7][C:2]([C:11]#[C:12][C:20]2[CH:32]=[CH:31][C:23]([O:24][CH:25]3[CH2:30][CH2:29][CH2:28][CH2:27][O:26]3)=[CH:22][CH:21]=2)=[CH:3][CH:4]=1)[CH3:10]. (5) Given the reactants C(N(CCCCCCCC)CCCCCCCC)CCCCCCC.C(O)(=O)CCCCCCC/C=C\CCCCCCCC.[Se:46].[CH2:47]([P:55]([CH2:64][CH2:65][CH2:66][CH2:67][CH2:68][CH2:69][CH2:70][CH3:71])[CH2:56][CH2:57][CH2:58][CH2:59][CH2:60][CH2:61][CH2:62][CH3:63])[CH2:48][CH2:49][CH2:50][CH2:51][CH2:52][CH2:53][CH3:54], predict the reaction product. The product is: [Se:46].[CH2:64]([P:55]([CH2:47][CH2:48][CH2:49][CH2:50][CH2:51][CH2:52][CH2:53][CH3:54])[CH2:56][CH2:57][CH2:58][CH2:59][CH2:60][CH2:61][CH2:62][CH3:63])[CH2:65][CH2:66][CH2:67][CH2:68][CH2:69][CH2:70][CH3:71]. (6) Given the reactants [Na:1].[C:2](#[N:6])[CH2:3][C:4]#[N:5].[CH2:7]([O:9][C:10]([N:12]=[C:13]=[S:14])=[O:11])[CH3:8], predict the reaction product. The product is: [Na:1].[C:4]([C:3]([C:2]#[N:6])=[C:13]([NH:12][C:10]([O:9][CH2:7][CH3:8])=[O:11])[S-:14])#[N:5]. (7) Given the reactants [NH2:1][C:2]1[CH:7]=[CH:6][N:5]([CH2:8][CH2:9][CH2:10][CH2:11][C:12]2[N:17]=[N:16][C:15]([NH:18][C:19](=[O:32])[CH2:20][C:21]3[CH:26]=[CH:25][CH:24]=[C:23]([O:27][C:28]([F:31])([F:30])[F:29])[CH:22]=3)=[CH:14][CH:13]=2)[C:4](=[O:33])[N:3]=1.N1C=CC=CC=1.[C:40](Cl)(=[O:49])[O:41][CH2:42][C:43]1[CH:48]=[CH:47][CH:46]=[CH:45][CH:44]=1, predict the reaction product. The product is: [CH2:42]([O:41][C:40](=[O:49])[NH:1][C:2]1[CH:7]=[CH:6][N:5]([CH2:8][CH2:9][CH2:10][CH2:11][C:12]2[N:17]=[N:16][C:15]([NH:18][C:19](=[O:32])[CH2:20][C:21]3[CH:26]=[CH:25][CH:24]=[C:23]([O:27][C:28]([F:29])([F:30])[F:31])[CH:22]=3)=[CH:14][CH:13]=2)[C:4](=[O:33])[N:3]=1)[C:43]1[CH:48]=[CH:47][CH:46]=[CH:45][CH:44]=1. (8) Given the reactants [CH3:1][N:2]1[C:6]([C:7](=[N:19][O:20][CH2:21][C:22]2[N:27]=[C:26]([NH2:28])[CH:25]=[CH:24][N:23]=2)[C:8]2[CH:13]=[CH:12][C:11]([CH3:14])=[C:10]([C:15]([F:18])([F:17])[F:16])[CH:9]=2)=[N:5][N:4]=[N:3]1.N1C=CC=CC=1.Cl[C:36]([O:38][CH2:39][CH2:40][CH2:41][CH3:42])=[O:37], predict the reaction product. The product is: [CH2:39]([O:38][C:36](=[O:37])[NH:28][C:26]1[CH:25]=[CH:24][N:23]=[C:22]([CH2:21][O:20][N:19]=[C:7]([C:6]2[N:2]([CH3:1])[N:3]=[N:4][N:5]=2)[C:8]2[CH:13]=[CH:12][C:11]([CH3:14])=[C:10]([C:15]([F:17])([F:18])[F:16])[CH:9]=2)[N:27]=1)[CH2:40][CH2:41][CH3:42]. (9) Given the reactants ClC(N(C)C)=C(C)C.[Br:9][C:10]1[N:11]=[C:12]([C@@:15]2([NH:24][C:25]([NH:27][C:28](=[O:35])[C:29]3[CH:34]=[CH:33][CH:32]=[CH:31][CH:30]=3)=[S:26])[C@H:20]([CH2:21]O)[CH2:19][C@H:18]([CH3:23])[O:17][CH2:16]2)[S:13][CH:14]=1, predict the reaction product. The product is: [Br:9][C:10]1[N:11]=[C:12]([C@:15]23[CH2:16][O:17][C@@H:18]([CH3:23])[CH2:19][C@H:20]2[CH2:21][S:26][C:25]([NH:27][C:28](=[O:35])[C:29]2[CH:34]=[CH:33][CH:32]=[CH:31][CH:30]=2)=[N:24]3)[S:13][CH:14]=1. (10) Given the reactants [Br:1][C:2]1[C:7]([Cl:8])=[CH:6][C:5]([CH2:9][C:10]([O:12][C:13]2([C:29]#[N:30])[CH2:18][CH2:17][CH2:16][N:15]([C:19]([O:21][CH2:22][C:23]3[CH:28]=[CH:27][CH:26]=[CH:25][CH:24]=3)=[O:20])[CH2:14]2)=[O:11])=[C:4]([CH3:31])[CH:3]=1.C(N=P1(N(CC)CC)N(C)CCCN1C)(C)(C)C, predict the reaction product. The product is: [NH2:30][C:29]1[C:13]2([CH2:18][CH2:17][CH2:16][N:15]([C:19]([O:21][CH2:22][C:23]3[CH:28]=[CH:27][CH:26]=[CH:25][CH:24]=3)=[O:20])[CH2:14]2)[O:12][C:10](=[O:11])[C:9]=1[C:5]1[CH:6]=[C:7]([Cl:8])[C:2]([Br:1])=[CH:3][C:4]=1[CH3:31].